This data is from Forward reaction prediction with 1.9M reactions from USPTO patents (1976-2016). The task is: Predict the product of the given reaction. (1) The product is: [ClH:45].[ClH:13].[NH:15]1[C:23]2[C:18](=[CH:19][CH:20]=[CH:21][CH:22]=2)[C:17]([CH:24]2[CH2:29][CH2:28][CH2:27][N:26]([CH:30]3[CH2:35][CH2:34][C:33]([N:42]([CH3:44])[CH3:43])([C:36]4[CH:41]=[CH:40][CH:39]=[CH:38][CH:37]=4)[CH2:32][CH2:31]3)[CH2:25]2)=[CH:16]1. Given the reactants C1(N)C(F)=C(F)C(F)=C(N)C=1F.[ClH:13].Cl.[NH:15]1[C:23]2[C:18](=[CH:19][CH:20]=[CH:21][CH:22]=2)[C:17]([CH:24]2[CH2:29][CH2:28][CH2:27][N:26]([CH:30]3[CH2:35][CH2:34][C:33]([N:42]([CH3:44])[CH3:43])([C:36]4[CH:41]=[CH:40][CH:39]=[CH:38][CH:37]=4)[CH2:32][CH2:31]3)[CH2:25]2)=[CH:16]1.[Cl:45][Si](C)(C)C, predict the reaction product. (2) Given the reactants [C:1](=[O:20])([O:12][CH2:13][C:14]1[CH:19]=[CH:18][N:17]=[CH:16][CH:15]=1)OC1C=CC([N+]([O-])=O)=CC=1.[CH2:21]([CH2:23][NH2:24])[OH:22].Cl.CCOCC, predict the reaction product. The product is: [OH:22][CH2:21][CH2:23][NH:24][C:1](=[O:20])[O:12][CH2:13][C:14]1[CH:15]=[CH:16][N:17]=[CH:18][CH:19]=1. (3) Given the reactants [Li+].[BH4-].[Cl:3][C:4]1[CH:13]=[C:12]([N+:14]([O-:16])=[O:15])[C:11]([O:17][CH3:18])=[CH:10][C:5]=1[C:6](OC)=[O:7].CCOC(C)=O.[NH4+].[Cl-], predict the reaction product. The product is: [Cl:3][C:4]1[CH:13]=[C:12]([N+:14]([O-:16])=[O:15])[C:11]([O:17][CH3:18])=[CH:10][C:5]=1[CH2:6][OH:7]. (4) The product is: [F:1][C:2]1[CH:7]=[CH:6][C:5]([C:8]2[C:9]([C:10]3[CH:15]=[CH:14][N:13]=[C:12]([S:16][CH3:17])[N:11]=3)=[C:27]3[N:22]([CH2:23][O:24][CH2:25][CH2:26]3)[N:21]=2)=[CH:4][CH:3]=1. Given the reactants [F:1][C:2]1[CH:7]=[CH:6][C:5]([C:8]#[C:9][C:10]2[CH:15]=[CH:14][N:13]=[C:12]([S:16][CH3:17])[N:11]=2)=[CH:4][CH:3]=1.OC1O[N:21]=[N+:22]2[C:27]=1[CH:26]=[CH:25][O:24][CH2:23]2, predict the reaction product. (5) Given the reactants [CH3:1][S:2]([C:5]1[CH:13]=[C:12]([O:14][C:15]([F:18])([F:17])[F:16])[CH:11]=[CH:10][C:6]=1[C:7]([OH:9])=O)(=[O:4])=[O:3].[CH3:19][C:20]([S:28]([C:31]1[CH:36]=[CH:35][CH:34]=[C:33]([C:37]([F:40])([F:39])[F:38])[N:32]=1)(=[O:30])=[O:29])([CH:22]1[CH2:27][CH2:26][NH:25][CH2:24][CH2:23]1)[CH3:21].CN([P+](ON1N=NC2C=CC=CC1=2)(N(C)C)N(C)C)C.F[P-](F)(F)(F)(F)F.C(N(C(C)C)CC)(C)C, predict the reaction product. The product is: [CH3:21][C:20]([S:28]([C:31]1[CH:36]=[CH:35][CH:34]=[C:33]([C:37]([F:39])([F:40])[F:38])[N:32]=1)(=[O:30])=[O:29])([CH:22]1[CH2:23][CH2:24][N:25]([C:7](=[O:9])[C:6]2[CH:10]=[CH:11][C:12]([O:14][C:15]([F:18])([F:17])[F:16])=[CH:13][C:5]=2[S:2]([CH3:1])(=[O:3])=[O:4])[CH2:26][CH2:27]1)[CH3:19].